Dataset: Forward reaction prediction with 1.9M reactions from USPTO patents (1976-2016). Task: Predict the product of the given reaction. (1) Given the reactants [SH:1][C:2]1[N:10]=[CH:9][CH:8]=[CH:7][C:3]=1[C:4]([OH:6])=O.[H-].[Na+].[H-].[Al+3].[Li+].[H-].[H-].[H-].O.O.O.O.O.O.O.O.O.O.S([O-])([O-])(=O)=O.[Na+].[Na+].I[CH:37]([CH3:39])[CH3:38], predict the reaction product. The product is: [CH:37]([S:1][C:2]1[C:3]([CH2:4][OH:6])=[CH:7][CH:8]=[CH:9][N:10]=1)([CH3:39])[CH3:38]. (2) The product is: [NH2:1][C:2]1[S:3][C:4]2[C:9]([N:10]([CH3:18])[C@H:11]([CH2:14][CH:15]([CH3:17])[CH3:16])[CH2:12][OH:13])=[N:8][C:7]([S:19][CH:22]([C:24]3[CH:29]=[CH:28][CH:27]=[CH:26][CH:25]=3)[CH3:23])=[N:6][C:5]=2[N:20]=1. Given the reactants [NH2:1][C:2]1[S:3][C:4]2[C:9]([N:10]([CH3:18])[C@H:11]([CH2:14][CH:15]([CH3:17])[CH3:16])[CH2:12][OH:13])=[N:8][C:7]([SH:19])=[N:6][C:5]=2[N:20]=1.Br[CH:22]([C:24]1[CH:29]=[CH:28][CH:27]=[CH:26][CH:25]=1)[CH3:23], predict the reaction product. (3) Given the reactants [F:1][C:2]1[CH:25]=[C:24]([N+:26]([O-:28])=[O:27])[CH:23]=[CH:22][C:3]=1[O:4][C:5]1[C:14]2[C:9](=[CH:10][C:11]([O:15][C:16]([CH3:21])([CH3:20])[C:17]([OH:19])=[O:18])=[CH:12][CH:13]=2)[N:8]=[CH:7][CH:6]=1.[CH3:29]CN=C=NCCCN(C)C.C1C=NC2N(O)N=NC=2C=1.CO, predict the reaction product. The product is: [F:1][C:2]1[CH:25]=[C:24]([N+:26]([O-:28])=[O:27])[CH:23]=[CH:22][C:3]=1[O:4][C:5]1[C:14]2[C:9](=[CH:10][C:11]([O:15][C:16]([CH3:21])([CH3:20])[C:17]([O:19][CH3:29])=[O:18])=[CH:12][CH:13]=2)[N:8]=[CH:7][CH:6]=1.